This data is from Catalyst prediction with 721,799 reactions and 888 catalyst types from USPTO. The task is: Predict which catalyst facilitates the given reaction. Reactant: [NH2:1][CH2:2][C@@H:3]1[C@@H:11]([C@@:12]2([CH3:21])[CH2:17][CH2:16][C@H:15]([OH:18])[CH2:14][C@@H:13]2[CH2:19][OH:20])[CH2:10][CH2:9][C@@:8]2([CH3:22])[C@H:4]1[CH2:5][CH2:6][C:7]2=[CH2:23].[CH3:24][N:25]=[C:26]=[S:27]. Product: [OH:18][C@H:15]1[CH2:16][CH2:17][C@@:12]([C@H:11]2[CH2:10][CH2:9][C@@:8]3([CH3:22])[C@@H:4]([CH2:5][CH2:6][C:7]3=[CH2:23])[C@@H:3]2[CH2:2][NH:1][C:26]([NH:25][CH3:24])=[S:27])([CH3:21])[C@@H:13]([CH2:19][OH:20])[CH2:14]1. The catalyst class is: 1.